Predict the reactants needed to synthesize the given product. From a dataset of Full USPTO retrosynthesis dataset with 1.9M reactions from patents (1976-2016). (1) Given the product [CH3:16][C:2]1[CH:3]=[C:4]([CH:8]=[CH:9][C:10]=1[O:11][C:12]([F:15])([F:14])[F:13])[C:5]([OH:7])=[O:6], predict the reactants needed to synthesize it. The reactants are: Br[C:2]1[CH:3]=[C:4]([CH:8]=[CH:9][C:10]=1[O:11][C:12]([F:15])([F:14])[F:13])[C:5]([OH:7])=[O:6].[CH3:16][Zn]C. (2) Given the product [C:13]([NH:12][C@H:11]([C:32]([O:34][CH3:35])=[O:33])[C@H:10]([CH3:36])[OH:9])([C:20]1[CH:21]=[CH:22][CH:23]=[CH:24][CH:25]=1)([C:26]1[CH:31]=[CH:30][CH:29]=[CH:28][CH:27]=1)[C:14]1[CH:15]=[CH:16][CH:17]=[CH:18][CH:19]=1, predict the reactants needed to synthesize it. The reactants are: C([O:9][C@@H:10]([CH3:36])[C@@H:11]([C:32]([O:34][CH3:35])=[O:33])[NH:12][C:13]([C:26]1[CH:31]=[CH:30][CH:29]=[CH:28][CH:27]=1)([C:20]1[CH:25]=[CH:24][CH:23]=[CH:22][CH:21]=1)[C:14]1[CH:19]=[CH:18][CH:17]=[CH:16][CH:15]=1)(=O)C1C=CC=CC=1.C[O-].[Na+].C([O-])(O)=O.[Na+]. (3) Given the product [CH3:1][C:2]1([CH3:14])[O:6][C@H:5]([CH2:7][CH:8]=[O:12])[C:4](=[O:13])[O:3]1, predict the reactants needed to synthesize it. The reactants are: [CH3:1][C:2]1([CH3:14])[O:6][C@H:5]([CH2:7][C:8](=[O:12])SCC)[C:4](=[O:13])[O:3]1.C([SiH](CC)CC)C. (4) Given the product [N+:11]([C:10]1[CH:9]=[CH:8][CH:4]=[CH:3][C:2]=1[OH:1])([O-:13])=[O:12], predict the reactants needed to synthesize it. The reactants are: [OH:1][C:2]1[CH:3]=[C:4]([CH:8]=[CH:9][C:10]=1[N+:11]([O-:13])=[O:12])C(O)=O.C1C=CC2N(O)N=NC=2C=1.CC(C)N=C=NC(C)C. (5) The reactants are: [O-:1][CH2:2][CH3:3].[Na+].[Cl:5][C:6]1[CH:11]=[C:10](I)[CH:9]=[CH:8][N:7]=1.O. Given the product [Cl:5][C:6]1[CH:11]=[C:10]([O:1][CH2:2][CH3:3])[CH:9]=[CH:8][N:7]=1, predict the reactants needed to synthesize it.